Dataset: Cav3 T-type calcium channel HTS with 100,875 compounds. Task: Binary Classification. Given a drug SMILES string, predict its activity (active/inactive) in a high-throughput screening assay against a specified biological target. (1) The molecule is FC(F)(c1oc2c(c(=O)c1)cc(OC)cc2)C(F)F. The result is 0 (inactive). (2) The drug is o1c(C(=O)N2CCC(CC2)C(=O)N)cc2c1nc1c(c2)cc(OC)cc1. The result is 0 (inactive).